Task: Predict the reactants needed to synthesize the given product.. Dataset: Full USPTO retrosynthesis dataset with 1.9M reactions from patents (1976-2016) Given the product [N:30]1([C:18]2[CH:17]=[C:16]([NH:15][C:13]3[C:12]([C:27]([NH2:29])=[O:28])=[CH:11][N:10]=[C:9]([NH:8][C@@H:3]4[CH2:4][CH2:5][CH2:6][CH2:7][C@@H:2]4[NH2:1])[N:14]=3)[CH:21]=[CH:20][CH:19]=2)[CH:34]=[CH:33][CH:32]=[CH:31]1, predict the reactants needed to synthesize it. The reactants are: [NH2:1][C@H:2]1[CH2:7][CH2:6][CH2:5][CH2:4][C@H:3]1[NH:8][C:9]1[N:14]=[C:13]([NH:15][C:16]2[CH:21]=[CH:20][C:19](C3ON=CC=3)=[CH:18][CH:17]=2)[C:12]([C:27]([NH2:29])=[O:28])=[CH:11][N:10]=1.[N:30]1(C2C=C(C=CC=2)N)[CH:34]=[CH:33][CH:32]=[CH:31]1.